Dataset: NCI-60 drug combinations with 297,098 pairs across 59 cell lines. Task: Regression. Given two drug SMILES strings and cell line genomic features, predict the synergy score measuring deviation from expected non-interaction effect. (1) Drug 1: C1=NC2=C(N1)C(=S)N=CN2. Drug 2: CN(C(=O)NC(C=O)C(C(C(CO)O)O)O)N=O. Cell line: BT-549. Synergy scores: CSS=21.3, Synergy_ZIP=-6.72, Synergy_Bliss=0.902, Synergy_Loewe=-15.2, Synergy_HSA=0.110. (2) Drug 1: CN1CCC(CC1)COC2=C(C=C3C(=C2)N=CN=C3NC4=C(C=C(C=C4)Br)F)OC. Drug 2: C1=CN(C=N1)CC(O)(P(=O)(O)O)P(=O)(O)O. Cell line: MDA-MB-231. Synergy scores: CSS=13.4, Synergy_ZIP=-3.76, Synergy_Bliss=-0.575, Synergy_Loewe=0.0252, Synergy_HSA=0.685. (3) Drug 1: CCC1=C2CN3C(=CC4=C(C3=O)COC(=O)C4(CC)O)C2=NC5=C1C=C(C=C5)O. Drug 2: C1C(C(OC1N2C=NC3=C2NC=NCC3O)CO)O. Cell line: LOX IMVI. Synergy scores: CSS=55.2, Synergy_ZIP=8.04, Synergy_Bliss=6.51, Synergy_Loewe=-56.8, Synergy_HSA=6.49. (4) Drug 1: CNC(=O)C1=CC=CC=C1SC2=CC3=C(C=C2)C(=NN3)C=CC4=CC=CC=N4. Drug 2: CCN(CC)CCNC(=O)C1=C(NC(=C1C)C=C2C3=C(C=CC(=C3)F)NC2=O)C. Cell line: HCT-15. Synergy scores: CSS=3.90, Synergy_ZIP=-0.604, Synergy_Bliss=1.28, Synergy_Loewe=-0.154, Synergy_HSA=-0.205. (5) Drug 1: C1=NC2=C(N1)C(=S)N=C(N2)N. Drug 2: C1C(C(OC1N2C=NC3=C2NC=NCC3O)CO)O. Cell line: MOLT-4. Synergy scores: CSS=48.3, Synergy_ZIP=5.33, Synergy_Bliss=2.04, Synergy_Loewe=-0.515, Synergy_HSA=3.61. (6) Drug 1: CC12CCC(CC1=CCC3C2CCC4(C3CC=C4C5=CN=CC=C5)C)O. Drug 2: CC1C(C(=O)NC(C(=O)N2CCCC2C(=O)N(CC(=O)N(C(C(=O)O1)C(C)C)C)C)C(C)C)NC(=O)C3=C4C(=C(C=C3)C)OC5=C(C(=O)C(=C(C5=N4)C(=O)NC6C(OC(=O)C(N(C(=O)CN(C(=O)C7CCCN7C(=O)C(NC6=O)C(C)C)C)C)C(C)C)C)N)C. Cell line: CAKI-1. Synergy scores: CSS=22.8, Synergy_ZIP=25.8, Synergy_Bliss=25.8, Synergy_Loewe=27.3, Synergy_HSA=26.4. (7) Drug 1: C1CN(CCN1C(=O)CCBr)C(=O)CCBr. Drug 2: C1CC(=O)NC(=O)C1N2C(=O)C3=CC=CC=C3C2=O. Cell line: LOX IMVI. Synergy scores: CSS=39.3, Synergy_ZIP=5.62, Synergy_Bliss=5.17, Synergy_Loewe=-3.86, Synergy_HSA=5.62. (8) Synergy scores: CSS=-0.894, Synergy_ZIP=-5.25, Synergy_Bliss=-8.88, Synergy_Loewe=-7.00, Synergy_HSA=-6.99. Cell line: EKVX. Drug 1: C1=CC(=CC=C1CCCC(=O)O)N(CCCl)CCCl. Drug 2: B(C(CC(C)C)NC(=O)C(CC1=CC=CC=C1)NC(=O)C2=NC=CN=C2)(O)O.